Dataset: Catalyst prediction with 721,799 reactions and 888 catalyst types from USPTO. Task: Predict which catalyst facilitates the given reaction. (1) Product: [ClH:9].[NH2:1][CH:2]([CH3:8])[CH2:3][C:4]([O:6][CH3:7])=[O:5]. Reactant: [NH2:1]/[C:2](/[CH3:8])=[CH:3]\[C:4]([O:6][CH3:7])=[O:5].[ClH:9].[H][H]. The catalyst class is: 465. (2) Product: [C:22]1(/[CH:21]=[CH:15]/[C:16]([O:18][CH2:19][CH3:20])=[O:17])[CH:27]=[CH:26][CH:25]=[CH:24][CH:23]=1. Reactant: CC(C)([O-])C.[Li+].C(OP([CH2:15][C:16]([O:18][CH2:19][CH3:20])=[O:17])(OCC)=O)C.[CH:21](=O)[C:22]1[CH:27]=[CH:26][CH:25]=[CH:24][CH:23]=1. The catalyst class is: 2. (3) Reactant: [CH3:1][O:2][C:3]1[CH:4]=[C:5]2[C:10](=[CH:11][C:12]=1[O:13][CH3:14])[CH:9]=[C:8]([C:15]([NH:17][C:18]1[CH:26]=[CH:25][CH:24]=[CH:23][C:19]=1[C:20]([OH:22])=[O:21])=[O:16])[CH2:7][CH2:6]2. Product: [CH3:14][O:13][C:12]1[CH:11]=[C:10]2[C:5](=[CH:4][C:3]=1[O:2][CH3:1])[CH2:6][CH2:7][CH:8]([C:15]([NH:17][C:18]1[CH:26]=[CH:25][CH:24]=[CH:23][C:19]=1[C:20]([OH:22])=[O:21])=[O:16])[CH2:9]2. The catalyst class is: 403. (4) Reactant: [Cl:1][C:2]1[CH:3]=[C:4]([C@@H:8]([OH:22])[CH2:9][NH:10][C@@H:11]2[CH2:20][C:19]3[CH:18]=[C:17]([OH:21])[CH:16]=[CH:15][C:14]=3[CH2:13][CH2:12]2)[CH:5]=[CH:6][CH:7]=1.[C:23](O[C:23]([O:25][C:26]([CH3:29])([CH3:28])[CH3:27])=[O:24])([O:25][C:26]([CH3:29])([CH3:28])[CH3:27])=[O:24]. Product: [Cl:1][C:2]1[CH:3]=[C:4]([C@@H:8]([OH:22])[CH2:9][N:10]([C@@H:11]2[CH2:20][C:19]3[CH:18]=[C:17]([OH:21])[CH:16]=[CH:15][C:14]=3[CH2:13][CH2:12]2)[C:23]([O:25][C:26]([CH3:29])([CH3:28])[CH3:27])=[O:24])[CH:5]=[CH:6][CH:7]=1. The catalyst class is: 7. (5) Reactant: Cl.[NH2:2][C:3]1[CH:10]=[CH:9][C:6]([CH2:7][NH2:8])=[CH:5][C:4]=1[F:11].C1([O:18][C:19](=O)[NH:20][CH2:21][C:22]2[CH:27]=[CH:26][C:25]([C:28]([CH3:31])([CH3:30])[CH3:29])=[CH:24][CH:23]=2)C=CC=CC=1.C(#N)C. Product: [NH2:2][C:3]1[CH:10]=[CH:9][C:6]([CH2:7][NH:8][C:19]([NH:20][CH2:21][C:22]2[CH:27]=[CH:26][C:25]([C:28]([CH3:31])([CH3:30])[CH3:29])=[CH:24][CH:23]=2)=[O:18])=[CH:5][C:4]=1[F:11]. The catalyst class is: 66. (6) Reactant: C([O:8][C:9]1[CH:10]=[C:11]([C:15]([C:17]2([C:21]3[CH:26]=[CH:25][C:24]([Cl:27])=[CH:23][CH:22]=3)[CH2:20][CH2:19][CH2:18]2)=[O:16])[CH:12]=[CH:13][CH:14]=1)C1C=CC=CC=1. Product: [Cl:27][C:24]1[CH:25]=[CH:26][C:21]([C:17]2([C:15]([C:11]3[CH:12]=[CH:13][CH:14]=[C:9]([OH:8])[CH:10]=3)=[O:16])[CH2:20][CH2:19][CH2:18]2)=[CH:22][CH:23]=1. The catalyst class is: 78. (7) Reactant: [N:1]([CH:4]1[CH2:7][N:6]([C:8]([O:10][CH2:11][C:12]2[CH:17]=[CH:16][C:15]([N+:18]([O-:20])=[O:19])=[CH:14][CH:13]=2)=[O:9])[CH2:5]1)=[N+]=[N-].C1(P(C2C=CC=CC=2)C2C=CC=CC=2)C=CC=CC=1.O.O.O.O.O.O.O.O.O.O.S([O-])([O-])(=O)=O.[Na+].[Na+]. Product: [NH2:1][CH:4]1[CH2:7][N:6]([C:8]([O:10][CH2:11][C:12]2[CH:17]=[CH:16][C:15]([N+:18]([O-:20])=[O:19])=[CH:14][CH:13]=2)=[O:9])[CH2:5]1. The catalyst class is: 10. (8) Reactant: [Cl:1][C:2]1[CH:7]=[CH:6][C:5]([S:8]([CH2:11][C:12]2[CH:17]=[C:16]([F:18])[CH:15]=[CH:14][C:13]=2[F:19])(=[O:10])=[O:9])=[CH:4][CH:3]=1.[C:20]1([CH2:26][CH2:27]O)[CH:25]=[CH:24][CH:23]=[CH:22][CH:21]=1.C(C=P(CCCC)(CCCC)CCCC)#N. Product: [Cl:1][C:2]1[CH:7]=[CH:6][C:5]([S:8]([CH:11]([C:12]2[CH:17]=[C:16]([F:18])[CH:15]=[CH:14][C:13]=2[F:19])[CH2:27][CH2:26][C:20]2[CH:25]=[CH:24][CH:23]=[CH:22][CH:21]=2)(=[O:10])=[O:9])=[CH:4][CH:3]=1. The catalyst class is: 345. (9) Reactant: COC1C=CC(P2(=S)SP(=S)(C3C=CC(OC)=CC=3)[S:10]2)=CC=1.[F:23][CH:24]([F:56])[C:25]1[CH:29]=[C:28]([CH:30]([F:32])[F:31])[N:27]([CH2:33][C:34]([N:36]2[CH2:41][CH2:40][CH:39]([C:42]3[S:43][CH:44]=[C:45]([C:47](=[O:55])[CH2:48][CH:49]4[CH2:54][CH2:53][CH2:52][CH2:51][CH2:50]4)[N:46]=3)[CH2:38][CH2:37]2)=O)[N:26]=1. Product: [F:23][CH:24]([F:56])[C:25]1[CH:29]=[C:28]([CH:30]([F:32])[F:31])[N:27]([CH2:33][C:34]([N:36]2[CH2:41][CH2:40][CH:39]([C:42]3[S:43][CH:44]=[C:45]([C:47](=[O:55])[CH2:48][CH:49]4[CH2:54][CH2:53][CH2:52][CH2:51][CH2:50]4)[N:46]=3)[CH2:38][CH2:37]2)=[S:10])[N:26]=1. The catalyst class is: 11.